Regression. Given a peptide amino acid sequence and an MHC pseudo amino acid sequence, predict their binding affinity value. This is MHC class I binding data. From a dataset of Peptide-MHC class I binding affinity with 185,985 pairs from IEDB/IMGT. (1) The peptide sequence is VAFELWAKR. The MHC is HLA-A03:01 with pseudo-sequence HLA-A03:01. The binding affinity (normalized) is 0.154. (2) The peptide sequence is SLYYTVATL. The MHC is HLA-A02:06 with pseudo-sequence HLA-A02:06. The binding affinity (normalized) is 0.0535.